This data is from Forward reaction prediction with 1.9M reactions from USPTO patents (1976-2016). The task is: Predict the product of the given reaction. (1) Given the reactants [C:1]1([CH:8]=[CH:7][CH:6]=[C:4]([OH:5])[CH:3]=1)[OH:2].B(F)(F)F.CCOCC.[C:18](O)(=[O:22])[CH:19]([CH3:21])[CH3:20].CC([O-])=O.[Na+], predict the reaction product. The product is: [OH:2][C:1]1[CH:3]=[C:4]([OH:5])[CH:6]=[CH:7][C:8]=1[C:18](=[O:22])[CH:19]([CH3:21])[CH3:20]. (2) Given the reactants [N+:1]([C:4]1[CH:5]=[CH:6][C:7]([OH:11])=[C:8]([CH:10]=1)[NH2:9])([O-:3])=[O:2].[C:12]1([N:18]=[C:19]=[O:20])[CH:17]=[CH:16][CH:15]=[CH:14][CH:13]=1, predict the reaction product. The product is: [N+:1]([C:4]1[CH:5]=[CH:6][C:7]([OH:11])=[C:8]([NH:9][C:19]([NH:18][C:12]2[CH:17]=[CH:16][CH:15]=[CH:14][CH:13]=2)=[O:20])[CH:10]=1)([O-:3])=[O:2]. (3) Given the reactants [N:1]1([C:15]([O:17][C:18]([CH3:21])([CH3:20])[CH3:19])=[O:16])[CH2:6][CH2:5][C:4]2([C:10]3[CH:11]=[CH:12][CH:13]=[CH:14][C:9]=3[CH2:8][S:7]2)[CH2:3][CH2:2]1.[OH:22]OS([O-])=O.[K+].O.S([O-])([O-])(=O)=S.[Na+].[Na+], predict the reaction product. The product is: [N:1]1([C:15]([O:17][C:18]([CH3:21])([CH3:20])[CH3:19])=[O:16])[CH2:2][CH2:3][C:4]2([C:10]3[CH:11]=[CH:12][CH:13]=[CH:14][C:9]=3[CH2:8][S:7]2=[O:22])[CH2:5][CH2:6]1. (4) Given the reactants [NH2:1][C:2]1[C:7]([N+:8]([O-:10])=[O:9])=[CH:6][CH:5]=[CH:4][C:3]=1[OH:11].C(N(C(C)C)C(C)C)C.[C:21](Cl)(Cl)=[S:22].CCO, predict the reaction product. The product is: [N+:8]([C:7]1[C:2]2[N:1]=[C:21]([SH:22])[O:11][C:3]=2[CH:4]=[CH:5][CH:6]=1)([O-:10])=[O:9]. (5) Given the reactants [CH:1]1([C:4]([N:6]2[CH2:10][CH2:9][C@@H:8]([CH2:11][NH:12][C:13](=[O:22])[CH:14]([C:16]3([CH3:21])OCC[O:17]3)[CH3:15])[CH2:7]2)=[O:5])[CH2:3][CH2:2]1.C1(C)C=CC(S(O)(=O)=O)=CC=1, predict the reaction product. The product is: [CH:1]1([C:4]([N:6]2[CH2:10][CH2:9][C@@H:8]([CH2:11][NH:12][C:13](=[O:22])[CH:14]([CH3:15])[C:16](=[O:17])[CH3:21])[CH2:7]2)=[O:5])[CH2:3][CH2:2]1.